This data is from Catalyst prediction with 721,799 reactions and 888 catalyst types from USPTO. The task is: Predict which catalyst facilitates the given reaction. Reactant: [CH3:1][N:2]1[CH:6]=[C:5]([C:7]2[CH:8]=[C:9]3[C:13](=[CH:14][CH:15]=2)[NH:12][CH:11]=[C:10]3[CH2:16][C:17]#[N:18])[CH:4]=[N:3]1.C([SiH](CC)CC)C.O. Product: [CH3:1][N:2]1[CH:6]=[C:5]([C:7]2[CH:8]=[C:9]3[C:13](=[CH:14][CH:15]=2)[NH:12][CH2:11][CH:10]3[CH2:16][C:17]#[N:18])[CH:4]=[N:3]1. The catalyst class is: 55.